Dataset: Full USPTO retrosynthesis dataset with 1.9M reactions from patents (1976-2016). Task: Predict the reactants needed to synthesize the given product. (1) Given the product [NH:1]1[C:5]2=[N+:6]([O-:18])[CH:7]=[CH:8][CH:9]=[C:4]2[CH:3]=[CH:2]1, predict the reactants needed to synthesize it. The reactants are: [NH:1]1[C:5]2=[N:6][CH:7]=[CH:8][CH:9]=[C:4]2[CH:3]=[CH:2]1.C1C=C(Cl)C=C(C(OO)=[O:18])C=1. (2) Given the product [CH3:16][O:15][N:14]([CH3:13])[C:9]([C:6]1[CH:5]=[C:4]([CH:1]2[CH2:2][CH2:3]2)[O:8][N:7]=1)=[O:11], predict the reactants needed to synthesize it. The reactants are: [CH:1]1([C:4]2[O:8][N:7]=[C:6]([C:9]([OH:11])=O)[CH:5]=2)[CH2:3][CH2:2]1.Cl.[CH3:13][NH:14][O:15][CH3:16].Cl.CN(C)CCCN=C=NCC. (3) Given the product [Cl:15][C:16]1[CH:21]=[CH:20][N:19]2[N:22]=[C:23]([C:29]3[CH:30]=[CH:31][C:32]([O:35][CH3:36])=[CH:33][CH:34]=3)[C:24]([C:25]3[CH:26]=[CH:27][N:14]=[C:12]([NH:11][CH:6]4[CH2:10][CH2:9][CH2:8][CH2:7]4)[N:13]=3)=[C:18]2[CH:17]=1, predict the reactants needed to synthesize it. The reactants are: [O-]CC.[Na+].Cl.[CH:6]1([NH:11][C:12]([NH2:14])=[NH:13])[CH2:10][CH2:9][CH2:8][CH2:7]1.[Cl:15][C:16]1[CH:21]=[CH:20][N:19]2[N:22]=[C:23]([C:29]3[CH:34]=[CH:33][C:32]([O:35][CH3:36])=[CH:31][CH:30]=3)[C:24]([C:25](=O)[C:26]#[CH:27])=[C:18]2[CH:17]=1. (4) Given the product [C:1]([C:5]1[C:6]([OH:15])=[C:7]([C:8]2[NH:27][S:24](=[O:26])(=[O:25])[C:18]3[CH:19]=[CH:20][C:21]([Cl:23])=[CH:22][C:17]=3[N:16]=2)[C:10]([CH3:14])=[C:11]([Cl:13])[CH:12]=1)([CH3:4])([CH3:3])[CH3:2], predict the reactants needed to synthesize it. The reactants are: [C:1]([C:5]1[C:6]([OH:15])=[C:7]([C:10]([CH3:14])=[C:11]([Cl:13])[CH:12]=1)[CH:8]=O)([CH3:4])([CH3:3])[CH3:2].[NH2:16][C:17]1[CH:22]=[C:21]([Cl:23])[CH:20]=[CH:19][C:18]=1[S:24]([NH2:27])(=[O:26])=[O:25].ClCl. (5) Given the product [F:1][C:2]1[CH:3]=[CH:4][C:5]([CH2:6][CH:7]2[CH2:8][CH2:9][N:10]([C:13](=[O:17])[C:14]([NH:27][C:28]3[CH:37]=[CH:36][C:31]4[NH:32][C:33](=[O:35])[NH:34][C:30]=4[CH:29]=3)=[O:16])[CH2:11][CH2:12]2)=[CH:18][CH:19]=1, predict the reactants needed to synthesize it. The reactants are: [F:1][C:2]1[CH:19]=[CH:18][C:5]([CH2:6][CH:7]2[CH2:12][CH2:11][N:10]([C:13](=[O:17])[C:14]([OH:16])=O)[CH2:9][CH2:8]2)=[CH:4][CH:3]=1.C(N(CC)CC)C.[NH2:27][C:28]1[CH:37]=[CH:36][C:31]2[NH:32][C:33](=[O:35])[NH:34][C:30]=2[CH:29]=1.CN(C(ON1N=NC2C=CC=CC1=2)=[N+](C)C)C.F[P-](F)(F)(F)(F)F.